Dataset: Forward reaction prediction with 1.9M reactions from USPTO patents (1976-2016). Task: Predict the product of the given reaction. (1) Given the reactants [Cl-].[Li+].C(OP(C[C:12]([CH:14]1[CH2:19][CH2:18][N:17]([C:20]2[C:29]3[C:24](=[CH:25][CH:26]=[CH:27][CH:28]=3)[N:23]=[C:22]([CH3:30])[CH:21]=2)[CH2:16][CH2:15]1)=[O:13])(OCC)=O)C.[CH:31](N(C(C)C)CC)(C)C.[CH:40](=O)[CH:41]([CH3:43])[CH3:42].[Cl-].[NH4+], predict the reaction product. The product is: [CH3:42][CH:41]([CH3:43])/[CH:40]=[CH:31]/[C:12]([CH:14]1[CH2:15][CH2:16][N:17]([C:20]2[C:29]3[C:24](=[CH:25][CH:26]=[CH:27][CH:28]=3)[N:23]=[C:22]([CH3:30])[CH:21]=2)[CH2:18][CH2:19]1)=[O:13]. (2) The product is: [CH3:17][O:16][C:9]1[C:8]([C:6]2[CH:7]=[C:2]([NH:1][S:26]([CH3:25])(=[O:28])=[O:27])[CH:3]=[CH:4][C:5]=2[O:18][C:19]2[CH:20]=[CH:21][CH:22]=[CH:23][CH:24]=2)=[N:13][N:12]([CH3:14])[C:11](=[O:15])[CH:10]=1. Given the reactants [NH2:1][C:2]1[CH:3]=[CH:4][C:5]([O:18][C:19]2[CH:24]=[CH:23][CH:22]=[CH:21][CH:20]=2)=[C:6]([C:8]2[C:9]([O:16][CH3:17])=[CH:10][C:11](=[O:15])[N:12]([CH3:14])[N:13]=2)[CH:7]=1.[CH3:25][S:26](Cl)(=[O:28])=[O:27].C(N(CC)CC)C, predict the reaction product. (3) Given the reactants [C:1]([C:4]1[C:5](I)=[N:6][N:7]2[CH2:12][CH2:11][N:10]([C:13]([O:15][C:16]([CH3:19])([CH3:18])[CH3:17])=[O:14])[CH2:9][C:8]=12)(=[O:3])[NH2:2].[Cl:21][C:22]1[CH:23]=[C:24](B(O)O)[CH:25]=[CH:26][CH:27]=1.[O-]P([O-])([O-])=O.[K+].[K+].[K+], predict the reaction product. The product is: [C:1]([C:4]1[C:5]([C:26]2[CH:25]=[CH:24][CH:23]=[C:22]([Cl:21])[CH:27]=2)=[N:6][N:7]2[CH2:12][CH2:11][N:10]([C:13]([O:15][C:16]([CH3:19])([CH3:18])[CH3:17])=[O:14])[CH2:9][C:8]=12)(=[O:3])[NH2:2]. (4) Given the reactants [C:1]1([S:7]([N:10]2[C:14]3=[N:15][CH:16]=[CH:17][CH:18]=[C:13]3[CH:12]=[C:11]2[C:19](=[O:27])[CH2:20][CH:21]2[CH2:26][CH2:25][CH2:24][CH2:23][O:22]2)(=[O:9])=[O:8])[CH:6]=[CH:5][CH:4]=[CH:3][CH:2]=1.C[Si]([N-][Si](C)(C)C)(C)C.[Li+].[C:38]1([CH3:58])[CH:43]=[CH:42][C:41]([S:44](O[S:44]([C:41]2[CH:42]=[CH:43][C:38]([CH3:58])=[CH:39][CH:40]=2)(=[O:46])=[O:45])(=[O:46])=[O:45])=[CH:40][CH:39]=1, predict the reaction product. The product is: [C:1]1([S:7]([N:10]2[C:14]3=[N:15][CH:16]=[CH:17][CH:18]=[C:13]3[CH:12]=[C:11]2[C:19]([O:27][S:44]([C:41]2[CH:42]=[CH:43][C:38]([CH3:58])=[CH:39][CH:40]=2)(=[O:46])=[O:45])=[CH:20][CH:21]2[CH2:26][CH2:25][CH2:24][CH2:23][O:22]2)(=[O:9])=[O:8])[CH:2]=[CH:3][CH:4]=[CH:5][CH:6]=1. (5) Given the reactants [OH:1][C:2]1[CH:11]=[C:10]2[C:5]([C:6](=[O:18])[C:7]([C:12]3[CH:17]=[CH:16][CH:15]=[CH:14][CH:13]=3)=[CH:8][O:9]2)=[CH:4][CH:3]=1.[H-].[Na+].[C:21](Cl)(=[O:26])[C:22]([CH3:25])([CH3:24])[CH3:23].O, predict the reaction product. The product is: [C:21]([O:1][C:2]1[CH:11]=[C:10]2[C:5]([C:6](=[O:18])[C:7]([C:12]3[CH:17]=[CH:16][CH:15]=[CH:14][CH:13]=3)=[CH:8][O:9]2)=[CH:4][CH:3]=1)(=[O:26])[C:22]([CH3:25])([CH3:24])[CH3:23]. (6) Given the reactants [NH2:1][C:2]1[CH:28]=[CH:27][C:5]([O:6][C:7]2[CH:12]=[CH:11][N:10]=[C:9]([NH:13][C:14]([N:16]3[CH2:21][CH2:20][CH:19]([CH2:22][N:23]4[CH2:26][CH2:25][CH2:24]4)[CH2:18][CH2:17]3)=[O:15])[CH:8]=2)=[CH:4][CH:3]=1.[C@]12(CS(O)(=O)=O)C(C)(C)C(CC1)CC2=O.[F:44][C:45]1[CH:50]=[CH:49][C:48]([CH2:51][C:52]([N:54]=[C:55]=[S:56])=[O:53])=[CH:47][CH:46]=1.C(OCC)C, predict the reaction product. The product is: [F:44][C:45]1[CH:46]=[CH:47][C:48]([CH2:51][C:52]([NH:54][C:55](=[S:56])[NH:1][C:2]2[CH:28]=[CH:27][C:5]([O:6][C:7]3[CH:12]=[CH:11][N:10]=[C:9]([NH:13][C:14]([N:16]4[CH2:17][CH2:18][CH:19]([CH2:22][N:23]5[CH2:26][CH2:25][CH2:24]5)[CH2:20][CH2:21]4)=[O:15])[CH:8]=3)=[CH:4][CH:3]=2)=[O:53])=[CH:49][CH:50]=1. (7) Given the reactants C(N(C(C)C)C(C)C)C.[CH3:10][O:11][CH2:12]Cl.[Br:14][C:15]1[CH:16]=[C:17]([O:24][CH3:25])[C:18]([OH:23])=[C:19]([CH:22]=1)[CH:20]=[O:21], predict the reaction product. The product is: [Br:14][C:15]1[CH:16]=[C:17]([O:24][CH3:25])[C:18]([O:23][CH2:10][O:11][CH3:12])=[C:19]([CH:22]=1)[CH:20]=[O:21].